This data is from Reaction yield outcomes from USPTO patents with 853,638 reactions. The task is: Predict the reaction yield, written as a fraction of the theoretical maximum amount of product (1.0 means a 100% yield; for example, 0.34 means a 34% yield). The reactants are [NH:1]1[CH2:5][CH2:4][CH2:3][C:2]1=[O:6].[F:7][C:8]([F:19])([F:18])[C:9](O[C:9](=[O:10])[C:8]([F:19])([F:18])[F:7])=[O:10]. The catalyst is C1(C)C=CC=CC=1. The product is [F:7][C:8]([F:19])([F:18])[C:9]([N:1]1[CH2:5][CH2:4][CH2:3][C:2]1=[O:6])=[O:10]. The yield is 0.990.